Dataset: Reaction yield outcomes from USPTO patents with 853,638 reactions. Task: Predict the reaction yield, written as a fraction of the theoretical maximum amount of product (1.0 means a 100% yield; for example, 0.34 means a 34% yield). The reactants are C([O:3][C:4]1[C:5](=O)[CH:6]([C:10](=O)[C:11]([O:13][CH2:14][CH3:15])=[O:12])[CH2:7][CH2:8][CH:9]=1)C.[CH3:18][NH:19][NH2:20]. The catalyst is C(O)(=O)C. The product is [CH3:18][N:19]1[C:5]2[C:4](=[O:3])[CH2:9][CH2:8][CH2:7][C:6]=2[C:10]([C:11]([O:13][CH2:14][CH3:15])=[O:12])=[N:20]1. The yield is 0.680.